Dataset: Full USPTO retrosynthesis dataset with 1.9M reactions from patents (1976-2016). Task: Predict the reactants needed to synthesize the given product. (1) Given the product [CH3:18][Si:19]([C:22]#[C:23][C:2]1[CH:3]=[C:4]([CH:8]=[CH:9][CH:10]=1)[C:5]([NH2:7])=[O:6])([CH3:21])[CH3:20], predict the reactants needed to synthesize it. The reactants are: I[C:2]1[CH:3]=[C:4]([CH:8]=[CH:9][CH:10]=1)[C:5]([NH2:7])=[O:6].C(NC(C)C)(C)C.[CH3:18][Si:19]([C:22]#[CH:23])([CH3:21])[CH3:20]. (2) Given the product [C:3]([O:7][C:8]([N:10]1[CH2:16][CH2:15][C:14]2[C:17]([S:22][CH2:29][CH2:30][CH2:31][N:32]3[C:40]4[C:35](=[CH:36][CH:37]=[CH:38][CH:39]=4)[CH2:34][C:33]3=[O:41])=[C:18]([Cl:21])[CH:19]=[CH:20][C:13]=2[CH2:12][CH2:11]1)=[O:9])([CH3:5])([CH3:6])[CH3:4], predict the reactants needed to synthesize it. The reactants are: [OH-].[K+].[C:3]([O:7][C:8]([N:10]1[CH2:16][CH2:15][C:14]2[C:17]([S:22]C(=O)N(C)C)=[C:18]([Cl:21])[CH:19]=[CH:20][C:13]=2[CH2:12][CH2:11]1)=[O:9])([CH3:6])([CH3:5])[CH3:4].Cl[CH2:29][CH2:30][CH2:31][N:32]1[C:40]2[C:35](=[CH:36][CH:37]=[CH:38][CH:39]=2)[CH2:34][C:33]1=[O:41].ClCCl. (3) Given the product [CH3:1][C:2]1([CH3:36])[O:7][C:6]2[CH:8]=[CH:9][C:10]([C@H:12]3[O:16][C:15](=[O:17])[N:14]([CH2:18][CH2:19][CH2:20][CH2:21][CH2:22][CH2:23][O:24][CH2:25][CH2:26][O:27][CH2:28][C:29]4[CH:30]=[C:31]([C:42]5[CH:41]=[CH:40][CH:39]=[C:38]([OH:37])[CH:43]=5)[CH:32]=[CH:33][CH:34]=4)[CH2:13]3)=[CH:11][C:5]=2[CH2:4][O:3]1, predict the reactants needed to synthesize it. The reactants are: [CH3:1][C:2]1([CH3:36])[O:7][C:6]2[CH:8]=[CH:9][C:10]([C@H:12]3[O:16][C:15](=[O:17])[N:14]([CH2:18][CH2:19][CH2:20][CH2:21][CH2:22][CH2:23][O:24][CH2:25][CH2:26][O:27][CH2:28][C:29]4[CH:34]=[CH:33][CH:32]=[C:31](I)[CH:30]=4)[CH2:13]3)=[CH:11][C:5]=2[CH2:4][O:3]1.[OH:37][C:38]1[CH:39]=[C:40](B(O)O)[CH:41]=[CH:42][CH:43]=1.P([O-])([O-])([O-])=O.[K+].[K+].[K+]. (4) Given the product [C:1]1([C:7]2[NH:11][N:10]=[C:9]([C:12]([NH:32][CH2:33][CH2:34][NH:35][C:36](=[O:42])[O:37][C:38]([CH3:40])([CH3:39])[CH3:41])=[O:14])[CH:8]=2)[CH:2]=[CH:3][CH:4]=[CH:5][CH:6]=1, predict the reactants needed to synthesize it. The reactants are: [C:1]1([C:7]2[NH:11][N:10]=[C:9]([C:12]([OH:14])=O)[CH:8]=2)[CH:6]=[CH:5][CH:4]=[CH:3][CH:2]=1.CN(C=O)C.C1N=CN(C(N2C=NC=C2)=O)C=1.[NH2:32][CH2:33][CH2:34][NH:35][C:36](=[O:42])[O:37][C:38]([CH3:41])([CH3:40])[CH3:39]. (5) Given the product [CH3:1][O:2][C:3]1[CH:8]=[CH:7][C:6]([C:9]([NH:24][C:25]2[O:26][C:27]([CH3:43])([CH3:42])[C:28]([F:41])([F:40])[C@:29]([C:32]3[CH:37]=[C:36]([NH:49][CH:44]4[CH2:48][CH2:47][CH2:46][CH2:45]4)[CH:35]=[CH:34][C:33]=3[F:39])([CH3:31])[N:30]=2)([C:16]2[CH:21]=[CH:20][C:19]([O:22][CH3:23])=[CH:18][CH:17]=2)[C:10]2[CH:15]=[CH:14][CH:13]=[CH:12][CH:11]=2)=[CH:5][CH:4]=1, predict the reactants needed to synthesize it. The reactants are: [CH3:1][O:2][C:3]1[CH:8]=[CH:7][C:6]([C:9]([NH:24][C:25]2[O:26][C:27]([CH3:43])([CH3:42])[C:28]([F:41])([F:40])[C@:29]([C:32]3[CH:37]=[C:36](Br)[CH:35]=[CH:34][C:33]=3[F:39])([CH3:31])[N:30]=2)([C:16]2[CH:21]=[CH:20][C:19]([O:22][CH3:23])=[CH:18][CH:17]=2)[C:10]2[CH:15]=[CH:14][CH:13]=[CH:12][CH:11]=2)=[CH:5][CH:4]=1.[CH:44]1([NH2:49])[CH2:48][CH2:47][CH2:46][CH2:45]1. (6) Given the product [OH:12][C:13]1([C:2]2[CH:7]=[CH:6][CH:5]=[CH:4][C:3]=2[CH2:8][CH2:9][CH2:10][OH:11])[CH2:14][CH2:15][N:16]([C:19]([O:21][CH2:22][CH3:23])=[O:20])[CH2:17][CH2:18]1, predict the reactants needed to synthesize it. The reactants are: Br[C:2]1[CH:7]=[CH:6][CH:5]=[CH:4][C:3]=1[CH2:8][CH2:9][CH2:10][OH:11].[O:12]=[C:13]1[CH2:18][CH2:17][N:16]([C:19]([O:21][CH2:22][CH3:23])=[O:20])[CH2:15][CH2:14]1.